Task: Predict the reaction yield, written as a fraction of the theoretical maximum amount of product (1.0 means a 100% yield; for example, 0.34 means a 34% yield).. Dataset: Reaction yield outcomes from USPTO patents with 853,638 reactions (1) The reactants are [Cl:1][C:2]1[C:3](=[O:25])[N:4]([CH3:24])[CH:5]=[C:6]([C:9]([N:11]2[CH2:16][CH2:15][CH:14]([C:17]3[CH:22]=[CH:21][C:20]([F:23])=[CH:19][CH:18]=3)[CH2:13][CH2:12]2)=[O:10])[C:7]=1Cl.[Cl:26][C:27]1[CH:33]=[CH:32][C:30]([NH2:31])=[C:29]([F:34])[CH:28]=1. No catalyst specified. The product is [Cl:1][C:2]1[C:3](=[O:25])[N:4]([CH3:24])[CH:5]=[C:6]([C:9]([N:11]2[CH2:12][CH2:13][CH:14]([C:17]3[CH:22]=[CH:21][C:20]([F:23])=[CH:19][CH:18]=3)[CH2:15][CH2:16]2)=[O:10])[C:7]=1[NH:31][C:30]1[CH:32]=[CH:33][C:27]([Cl:26])=[CH:28][C:29]=1[F:34]. The yield is 0.830. (2) The reactants are [CH2:1]([O:3][C:4]([C:6]1[CH:7]=[C:8]2[C:13](=[CH:14][CH:15]=1)[N:12]=[CH:11][C:10]([S:16]([CH3:19])(=[O:18])=[O:17])=[C:9]2Cl)=[O:5])[CH3:2].[C:21]1(B(O)O)[CH:26]=[CH:25][CH:24]=[CH:23][CH:22]=1.C(=O)([O-])[O-].[Na+].[Na+]. The product is [CH2:1]([O:3][C:4]([C:6]1[CH:7]=[C:8]2[C:13](=[CH:14][CH:15]=1)[N:12]=[CH:11][C:10]([S:16]([CH3:19])(=[O:18])=[O:17])=[C:9]2[C:21]1[CH:26]=[CH:25][CH:24]=[CH:23][CH:22]=1)=[O:5])[CH3:2]. The yield is 0.700. The catalyst is COCCOC.[Pd].C1(P(C2C=CC=CC=2)C2C=CC=CC=2)C=CC=CC=1.C1(P(C2C=CC=CC=2)C2C=CC=CC=2)C=CC=CC=1.C1(P(C2C=CC=CC=2)C2C=CC=CC=2)C=CC=CC=1.C1(P(C2C=CC=CC=2)C2C=CC=CC=2)C=CC=CC=1. (3) The reactants are [CH2:1]1[C:9]2[C:4](=[CH:5][CH:6]=[CH:7][CH:8]=2)[CH2:3][NH:2]1.[CH2:10]([O:12][C:13]([C:15]1([C:19]2[CH:20]=[C:21]3[C:25](=[CH:26][CH:27]=2)[N:24]([C:28]([O:30][C:31]([CH3:34])([CH3:33])[CH3:32])=[O:29])[C:23](=[O:35])[C:22]3=[O:36])[CH2:18][CH2:17][CH2:16]1)=[O:14])[CH3:11]. The catalyst is O1CCCC1. The product is [C:31]([O:30][C:28]([NH:24][C:25]1[CH:26]=[CH:27][C:19]([C:15]2([C:13]([O:12][CH2:10][CH3:11])=[O:14])[CH2:16][CH2:17][CH2:18]2)=[CH:20][C:21]=1[C:22](=[O:36])[C:23]([N:2]1[CH2:3][C:4]2[C:9](=[CH:8][CH:7]=[CH:6][CH:5]=2)[CH2:1]1)=[O:35])=[O:29])([CH3:33])([CH3:32])[CH3:34]. The yield is 0.280. (4) The reactants are CCN(C(C)C)C(C)C.[C:10]1([C:16]2[NH:20][N:19]=[C:18]([C:21]([NH:23][CH2:24][C:25]([OH:27])=O)=[O:22])[CH:17]=2)[CH:15]=[CH:14][CH:13]=[CH:12][CH:11]=1.C1C=CC2N(O)N=NC=2C=1.CCN=C=NCCCN(C)C.Cl.Cl.[F:51][C:52]1[CH:53]=[C:54]([CH:62]=[C:63]([F:66])[C:64]=1[F:65])[O:55][CH:56]1[CH2:61][CH2:60][NH:59][CH2:58][CH2:57]1. The catalyst is CN(C=O)C.O. The product is [O:27]=[C:25]([N:59]1[CH2:60][CH2:61][CH:56]([O:55][C:54]2[CH:53]=[C:52]([F:51])[C:64]([F:65])=[C:63]([F:66])[CH:62]=2)[CH2:57][CH2:58]1)[CH2:24][NH:23][C:21]([C:18]1[CH:17]=[C:16]([C:10]2[CH:11]=[CH:12][CH:13]=[CH:14][CH:15]=2)[NH:20][N:19]=1)=[O:22]. The yield is 0.190. (5) The reactants are Cl[C:2]1[C:11]2[C:6](=[CH:7][CH:8]=[C:9]([O:12][CH3:13])[CH:10]=2)[N:5]=[C:4]([C:14]2[CH:21]=[CH:20][C:17]([C:18]#[N:19])=[CH:16][CH:15]=2)[CH:3]=1.[F-:22].[Cs+]. The catalyst is [N+](CCCC)(CCCC)(CCCC)CCCC.[Br-].CS(C)=O. The product is [F:22][C:2]1[C:11]2[C:6](=[CH:7][CH:8]=[C:9]([O:12][CH3:13])[CH:10]=2)[N:5]=[C:4]([C:14]2[CH:21]=[CH:20][C:17]([C:18]#[N:19])=[CH:16][CH:15]=2)[CH:3]=1. The yield is 0.317. (6) The reactants are [CH2:1]1[C:13]2[NH:12][C:11]3[C:6](=[CH:7][CH:8]=[CH:9][CH:10]=3)[C:5]=2[CH2:4][CH2:3][CH2:2]1.CC(C)([O-])C.[K+].Br[CH2:21][CH2:22][CH2:23][CH2:24][CH2:25][C:26]([O:28][CH2:29][CH3:30])=[O:27]. The catalyst is CS(C)=O. The product is [CH2:29]([O:28][C:26](=[O:27])[CH2:25][CH2:24][CH2:23][CH2:22][CH2:21][N:12]1[C:13]2[CH2:1][CH2:2][CH2:3][CH2:4][C:5]=2[C:6]2[C:11]1=[CH:10][CH:9]=[CH:8][CH:7]=2)[CH3:30]. The yield is 0.320. (7) The reactants are [NH2:1][CH2:2][C:3]1[C:12]2[C:7](=[CH:8][CH:9]=[CH:10][CH:11]=2)[C:6]([NH2:13])=[CH:5][CH:4]=1.[CH3:14][C:15]([O:18][C:19](O[C:19]([O:18][C:15]([CH3:17])([CH3:16])[CH3:14])=[O:20])=[O:20])([CH3:17])[CH3:16].CCN(C(C)C)C(C)C. The catalyst is CO.C(OCC)(=O)C. The product is [C:15]([O:18][C:19](=[O:20])[NH:1][CH2:2][C:3]1[C:12]2[C:7](=[CH:8][CH:9]=[CH:10][CH:11]=2)[C:6]([NH2:13])=[CH:5][CH:4]=1)([CH3:17])([CH3:16])[CH3:14]. The yield is 0.530. (8) The reactants are [CH:1]([C:3]1[CH:17]=[CH:16][C:6]([O:7][C:8]2[CH:15]=[CH:14][C:11]([C:12]#[N:13])=[CH:10][CH:9]=2)=[CH:5][CH:4]=1)=[O:2].CS(C)=[O:20].C(=O)([O-])[O-].[K+].[K+].OO. The catalyst is O. The product is [CH:1]([C:3]1[CH:17]=[CH:16][C:6]([O:7][C:8]2[CH:15]=[CH:14][C:11]([C:12]([NH2:13])=[O:20])=[CH:10][CH:9]=2)=[CH:5][CH:4]=1)=[O:2]. The yield is 0.770. (9) The reactants are [NH2:1][CH2:2][C:3]1[C:4]([NH:19][C@H:20]([C:23]2[CH:28]=[CH:27][C:26]([F:29])=[CH:25][CH:24]=2)[CH2:21][OH:22])=[N:5][C:6]([NH:10][C:11]2[CH:15]=[C:14]([CH:16]3[CH2:18][CH2:17]3)[NH:13][N:12]=2)=[C:7]([F:9])[CH:8]=1.[C:30](O)(=[O:32])[CH3:31]. The catalyst is C1COCC1.C(Cl)Cl. The product is [CH:16]1([C:14]2[NH:13][N:12]=[C:11]([NH:10][C:6]3[N:5]=[C:4]([NH:19][C@H:20]([C:23]4[CH:24]=[CH:25][C:26]([F:29])=[CH:27][CH:28]=4)[CH2:21][OH:22])[C:3]([CH2:2][NH:1][C:30](=[O:32])[CH3:31])=[CH:8][C:7]=3[F:9])[CH:15]=2)[CH2:18][CH2:17]1. The yield is 0.480. (10) The reactants are [CH3:1][O:2][C:3]([C:5]1[C:9]([CH2:10]Br)=[C:8]([C:12]2[CH:17]=[CH:16][C:15]([O:18][Si](C(C)(C)C)(C)C)=[CH:14][CH:13]=2)[N:7]([C:26]2[CH:31]=[CH:30][C:29]([Cl:32])=[CH:28][C:27]=2[Cl:33])[N:6]=1)=[O:4].[OH2:34]. The catalyst is CC(C)=O.[N+]([O-])([O-])=O.[Ag+]. The product is [CH3:1][O:2][C:3]([C:5]1[C:9]([CH2:10][OH:34])=[C:8]([C:12]2[CH:13]=[CH:14][C:15]([OH:18])=[CH:16][CH:17]=2)[N:7]([C:26]2[CH:31]=[CH:30][C:29]([Cl:32])=[CH:28][C:27]=2[Cl:33])[N:6]=1)=[O:4]. The yield is 0.870.